From a dataset of NCI-60 drug combinations with 297,098 pairs across 59 cell lines. Regression. Given two drug SMILES strings and cell line genomic features, predict the synergy score measuring deviation from expected non-interaction effect. (1) Drug 1: CCN(CC)CCNC(=O)C1=C(NC(=C1C)C=C2C3=C(C=CC(=C3)F)NC2=O)C. Drug 2: N.N.Cl[Pt+2]Cl. Cell line: CAKI-1. Synergy scores: CSS=36.7, Synergy_ZIP=-10.6, Synergy_Bliss=-2.38, Synergy_Loewe=1.35, Synergy_HSA=3.15. (2) Drug 1: C1C(C(OC1N2C=NC3=C(N=C(N=C32)Cl)N)CO)O. Drug 2: COC1=NC(=NC2=C1N=CN2C3C(C(C(O3)CO)O)O)N. Cell line: K-562. Synergy scores: CSS=39.4, Synergy_ZIP=4.62, Synergy_Bliss=-1.68, Synergy_Loewe=-21.8, Synergy_HSA=-0.996.